Task: Predict the reaction yield, written as a fraction of the theoretical maximum amount of product (1.0 means a 100% yield; for example, 0.34 means a 34% yield).. Dataset: Reaction yield outcomes from USPTO patents with 853,638 reactions (1) The reactants are [CH2:1]([N:5]([CH2:52][CH:53]([CH3:55])[CH3:54])[C:6]1[CH:11]=[CH:10][C:9]([C:12]2[CH:17]=[CH:16][CH:15]=[CH:14][C:13]=2[C:18]2[N:19]=[N:20][N:21](C(C3C=CC=CC=3)(C3C=CC=CC=3)C3C=CC=CC=3)[N:22]=2)=[CH:8][C:7]=1[NH:42][C:43]([NH:45][C:46]1[N:51]=[CH:50][CH:49]=[CH:48][N:47]=1)=[O:44])[CH:2]([CH3:4])[CH3:3].C(O)(C(F)(F)F)=O. The catalyst is C(Cl)Cl. The product is [CH2:1]([N:5]([CH2:52][CH:53]([CH3:55])[CH3:54])[C:6]1[CH:11]=[CH:10][C:9]([C:12]2[CH:17]=[CH:16][CH:15]=[CH:14][C:13]=2[C:18]2[NH:22][N:21]=[N:20][N:19]=2)=[CH:8][C:7]=1[NH:42][C:43]([NH:45][C:46]1[N:51]=[CH:50][CH:49]=[CH:48][N:47]=1)=[O:44])[CH:2]([CH3:4])[CH3:3]. The yield is 0.676. (2) The reactants are [CH3:1][N:2]1[C:10]2[C:5](=[N:6][C:7]([NH2:11])=[CH:8][CH:9]=2)[CH:4]=[CH:3]1.Br[CH2:13][C:14]1[CH:24]=[CH:23][C:22]([O:25][CH3:26])=[CH:21][C:15]=1[C:16](OCC)=[O:17].C(N(CC)C(C)C)(C)C.O[Li].O. The catalyst is C(O)C.O. The product is [CH3:26][O:25][C:22]1[CH:21]=[C:15]2[C:14]([CH2:13][N:11]([C:7]3[N:6]=[C:5]4[CH:4]=[CH:3][N:2]([CH3:1])[C:10]4=[CH:9][CH:8]=3)[C:16]2=[O:17])=[CH:24][CH:23]=1. The yield is 0.210. (3) The reactants are [CH2:1]([N:3]1[C:7]2=[N:8][C:9]([CH2:62][CH3:63])=[C:10]([CH2:19][NH:20][C:21]([C:23]3[CH:24]=[C:25]([C:29]([NH:31][CH2:32][C:33]4[CH:34]=[C:35]([C:41]5[CH:46]=[CH:45][CH:44]=[C:43]([CH2:47][N:48]6[CH2:53][CH2:52][N:51](C(OC(C)(C)C)=O)[C@@H:50]([CH3:61])[CH2:49]6)[CH:42]=5)[CH:36]=[C:37]([O:39][CH3:40])[CH:38]=4)=[O:30])[CH:26]=[CH:27][CH:28]=3)=[O:22])[C:11]([NH:12][CH:13]3[CH2:18][CH2:17][O:16][CH2:15][CH2:14]3)=[C:6]2[CH:5]=[N:4]1)[CH3:2]. The catalyst is C(O)(C(F)(F)F)=O.C(Cl)Cl. The product is [CH2:1]([N:3]1[C:7]2=[N:8][C:9]([CH2:62][CH3:63])=[C:10]([CH2:19][NH:20][C:21]([C:23]3[CH:28]=[CH:27][CH:26]=[C:25]([C:29]([NH:31][CH2:32][C:33]4[CH:34]=[C:35]([C:41]5[CH:46]=[CH:45][CH:44]=[C:43]([CH2:47][N:48]6[CH2:53][CH2:52][NH:51][C@@H:50]([CH3:61])[CH2:49]6)[CH:42]=5)[CH:36]=[C:37]([O:39][CH3:40])[CH:38]=4)=[O:30])[CH:24]=3)=[O:22])[C:11]([NH:12][CH:13]3[CH2:14][CH2:15][O:16][CH2:17][CH2:18]3)=[C:6]2[CH:5]=[N:4]1)[CH3:2]. The yield is 0.500. (4) The reactants are [C:1]([C:3]1[C:8](Cl)=[CH:7][CH:6]=[CH:5][N:4]=1)#[N:2].[F-:10].[K+]. The catalyst is CN1CCCC1=O.C(OCC)(=O)C. The product is [C:1]([C:3]1[C:8]([F:10])=[CH:7][CH:6]=[CH:5][N:4]=1)#[N:2]. The yield is 0.500.